From a dataset of Catalyst prediction with 721,799 reactions and 888 catalyst types from USPTO. Predict which catalyst facilitates the given reaction. (1) The catalyst class is: 42. Product: [C:31]([O:30][C:28](=[O:29])[CH2:27][N:23]1[CH:24]=[C:20]([B:15]2[O:16][C:17]([CH3:18])([CH3:19])[C:13]([CH3:25])([CH3:12])[O:14]2)[CH:21]=[N:22]1)([CH3:34])([CH3:33])[CH3:32]. Reactant: CC(C)([O-])C.[K+].C1COCC1.[CH3:12][C:13]1([CH3:25])[C:17]([CH3:19])([CH3:18])[O:16][B:15]([C:20]2[CH:21]=[N:22][NH:23][CH:24]=2)[O:14]1.Br[CH2:27][C:28]([O:30][C:31]([CH3:34])([CH3:33])[CH3:32])=[O:29]. (2) Reactant: [Li+].[OH-].[CH:3]1([C@H:9]([NH:14][C:15]([C:17]2[C:18]([NH:27][C:28]([NH:30][C:31]3[C:36]([CH3:37])=[CH:35][C:34]([CH3:38])=[CH:33][C:32]=3[CH3:39])=[O:29])=[N:19][C:20]3[C:25]([CH:26]=2)=[CH:24][CH:23]=[CH:22][CH:21]=3)=[O:16])[C:10]([O:12]C)=[O:11])[CH2:8][CH2:7][CH2:6][CH2:5][CH2:4]1.Cl. Product: [CH:3]1([C@H:9]([NH:14][C:15]([C:17]2[C:18]([NH:27][C:28]([NH:30][C:31]3[C:36]([CH3:37])=[CH:35][C:34]([CH3:38])=[CH:33][C:32]=3[CH3:39])=[O:29])=[N:19][C:20]3[C:25]([CH:26]=2)=[CH:24][CH:23]=[CH:22][CH:21]=3)=[O:16])[C:10]([OH:12])=[O:11])[CH2:4][CH2:5][CH2:6][CH2:7][CH2:8]1. The catalyst class is: 776. (3) Reactant: [CH3:1][N:2]1[C:6]2[CH:7]=[CH:8][CH:9]=[C:10]([N+:11]([O-])=O)[C:5]=2[N:4]=[CH:3]1.[H][H]. Product: [CH3:1][N:2]1[C:6]2[CH:7]=[CH:8][CH:9]=[C:10]([NH2:11])[C:5]=2[N:4]=[CH:3]1. The catalyst class is: 50. (4) Reactant: [NH2:1][C:2]1[CH:7]=[C:6](Cl)[N:5]=[C:4](Cl)[N:3]=1.[CH3:10][C@H:11]1[CH2:16][O:15][CH2:14][CH2:13][NH:12]1.[C:17](=[O:20])([O-])[O-].[Ca+2].O. Product: [CH3:10][C@H:11]1[CH2:16][O:15][CH2:14][CH2:13][N:12]1[C:4]1[N:3]=[C:2]([NH2:1])[CH:7]=[C:6]([N:12]2[CH2:13][CH2:17][O:20][CH2:10][C@@H:11]2[CH3:16])[N:5]=1. The catalyst class is: 37. (5) Reactant: [CH2:1]([O:8][C:9]1[C:14](I)=[CH:13][N:12]=[C:11]([N:16]2[CH2:21][CH2:20][N:19]([CH3:22])[CH2:18][CH2:17]2)[N:10]=1)[C:2]1[CH:7]=[CH:6][CH:5]=[CH:4][CH:3]=1.[NH2:23][C:24]1[CH:25]=[C:26]([SH:30])[CH:27]=[CH:28][CH:29]=1.CC1C=CC2C=CC3C=CC(C)=NC=3C=2N=1.C(=O)([O-])[O-].[K+].[K+]. Product: [CH2:1]([O:8][C:9]1[C:14]([S:30][C:26]2[CH:25]=[C:24]([CH:29]=[CH:28][CH:27]=2)[NH2:23])=[CH:13][N:12]=[C:11]([N:16]2[CH2:21][CH2:20][N:19]([CH3:22])[CH2:18][CH2:17]2)[N:10]=1)[C:2]1[CH:7]=[CH:6][CH:5]=[CH:4][CH:3]=1. The catalyst class is: 870.